Dataset: Forward reaction prediction with 1.9M reactions from USPTO patents (1976-2016). Task: Predict the product of the given reaction. (1) Given the reactants Br[C:2]1[CH:11]=[C:10]2[C:5]([CH2:6][CH2:7][N:8]([C:12]3[CH:17]=[C:16]([N:18]4[CH2:23][CH2:22][N:21]([CH3:24])[CH2:20][CH2:19]4)[N:15]=[C:14]([NH2:25])[N:13]=3)[CH2:9]2)=[CH:4][CH:3]=1.[CH3:26][N:27]1[CH2:32][CH2:31][N:30]([C:33]2[CH:38]=[C:37](B3OC(C)(C)C(C)(C)O3)[CH:36]=[CH:35][N:34]=2)[CH2:29][CH2:28]1, predict the reaction product. The product is: [CH3:24][N:21]1[CH2:22][CH2:23][N:18]([C:16]2[CH:17]=[C:12]([N:8]3[CH2:7][CH2:6][C:5]4[C:10](=[CH:11][C:2]([C:37]5[CH:36]=[CH:35][N:34]=[C:33]([N:30]6[CH2:29][CH2:28][N:27]([CH3:26])[CH2:32][CH2:31]6)[CH:38]=5)=[CH:3][CH:4]=4)[CH2:9]3)[N:13]=[C:14]([NH2:25])[N:15]=2)[CH2:19][CH2:20]1. (2) Given the reactants COC1C=CC(C2CCC3C(=CC=C(OC)C=3)C2)=C(CCC2C=CC(O)=CC=2)C=1.Cl.ClCCN(C(C)C)C(C)C.[CH:41]([N:44]([CH:76]([CH3:78])[CH3:77])[CH2:45][CH2:46][O:47][C:48]1[CH:53]=[CH:52][C:51]([CH2:54][CH2:55][C:56]2[CH:61]=[C:60]([O:62]C)[CH:59]=[CH:58][C:57]=2[CH:64]2[CH2:73][CH2:72][C:71]3[C:66](=[CH:67][CH:68]=[C:69]([O:74]C)[CH:70]=3)[CH2:65]2)=[CH:50][CH:49]=1)([CH3:43])[CH3:42], predict the reaction product. The product is: [CH:76]([N:44]([CH:41]([CH3:43])[CH3:42])[CH2:45][CH2:46][O:47][C:48]1[CH:49]=[CH:50][C:51]([CH2:54][CH2:55][C:56]2[CH:61]=[C:60]([OH:62])[CH:59]=[CH:58][C:57]=2[CH:64]2[CH2:73][CH2:72][C:71]3[CH:70]=[C:69]([OH:74])[CH:68]=[CH:67][C:66]=3[CH2:65]2)=[CH:52][CH:53]=1)([CH3:78])[CH3:77]. (3) Given the reactants [NH2:1][CH:2]1[CH2:7][CH2:6][N:5]([CH2:8][C:9]([C:11]2[CH:16]=[CH:15][CH:14]=[CH:13][CH:12]=2)=[O:10])[CH2:4][CH2:3]1.[BH4-].[Na+], predict the reaction product. The product is: [NH2:1][CH:2]1[CH2:7][CH2:6][N:5]([CH2:8][CH:9]([C:11]2[CH:16]=[CH:15][CH:14]=[CH:13][CH:12]=2)[OH:10])[CH2:4][CH2:3]1. (4) Given the reactants O[CH2:2][C:3]1[CH:4]=[C:5]([CH:13]=[CH:14][CH:15]=1)[O:6][C@H:7]([CH3:12])[C:8]([O:10][CH3:11])=[O:9].[NH:16]([C:24]([O:26][C:27]([CH3:30])([CH3:29])[CH3:28])=[O:25])[C:17]([O:19][C:20]([CH3:23])([CH3:22])[CH3:21])=[O:18].C1(P(C2C=CC=CC=2)C2C=CC=CC=2)C=CC=CC=1.N(C(OC(C)C)=O)=NC(OC(C)C)=O, predict the reaction product. The product is: [C:27]([O:26][C:24]([N:16]([CH2:2][C:3]1[CH:4]=[C:5]([CH:13]=[CH:14][CH:15]=1)[O:6][C@H:7]([CH3:12])[C:8]([O:10][CH3:11])=[O:9])[C:17]([O:19][C:20]([CH3:23])([CH3:22])[CH3:21])=[O:18])=[O:25])([CH3:30])([CH3:29])[CH3:28].